Dataset: Full USPTO retrosynthesis dataset with 1.9M reactions from patents (1976-2016). Task: Predict the reactants needed to synthesize the given product. (1) Given the product [N:26]1([C:29]([NH:1][C@@H:2]([CH2:6][Si:7]([CH3:10])([CH3:9])[CH3:8])[C:3]([OH:5])=[O:4])=[O:30])[CH2:27][CH2:28][O:23][CH2:24][CH2:25]1, predict the reactants needed to synthesize it. The reactants are: [NH2:1][C@@H:2]([CH2:6][Si:7]([CH3:10])([CH3:9])[CH3:8])[C:3]([OH:5])=[O:4].CN([Si](C)(C)C)C(=O)C(F)(F)F.[O:23]1[CH2:28][CH2:27][N:26]([C:29](Cl)=[O:30])[CH2:25][CH2:24]1.C(=O)=O. (2) Given the product [CH3:24][O:15][C:14](=[O:16])[CH2:13][C:5]1[CH:4]=[C:3]([C:2]([F:17])([F:18])[F:1])[CH:8]=[C:7]([C:9]([F:11])([F:12])[F:10])[CH:6]=1, predict the reactants needed to synthesize it. The reactants are: [F:1][C:2]([F:18])([F:17])[C:3]1[CH:4]=[C:5]([CH2:13][C:14]([OH:16])=[O:15])[CH:6]=[C:7]([C:9]([F:12])([F:11])[F:10])[CH:8]=1.S(=O)(=O)(O)O.[CH3:24]O. (3) Given the product [OH:1][C:2]1[C:11]([CH3:12])=[C:10]([CH3:13])[C:9]([CH2:24][C:25]2[CH:30]=[CH:29][C:28]([C:31]3[N:32]=[N:33][N:34]([CH3:36])[CH:35]=3)=[CH:27][CH:26]=2)=[CH:8][C:3]=1[C:4]([O:6][CH3:7])=[O:5], predict the reactants needed to synthesize it. The reactants are: [OH:1][C:2]1[C:11]([CH3:12])=[C:10]([CH3:13])[C:9](B2OC(C)(C)C(C)(C)O2)=[CH:8][C:3]=1[C:4]([O:6][CH3:7])=[O:5].Br[CH2:24][C:25]1[CH:30]=[CH:29][C:28]([C:31]2[N:32]=[N:33][N:34]([CH3:36])[CH:35]=2)=[CH:27][CH:26]=1.C(=O)([O-])[O-].[Na+].[Na+].O. (4) Given the product [NH2:1][C:2]1[N:7]=[CH:6][C:5]([N:8]2[C:16]3[C:11](=[CH:12][C:13]([NH:17][C:24]([C:20]4[S:19][CH:23]=[CH:22][CH:21]=4)=[NH:25])=[CH:14][CH:15]=3)[CH:10]=[CH:9]2)=[CH:4][CH:3]=1, predict the reactants needed to synthesize it. The reactants are: [NH2:1][C:2]1[N:7]=[CH:6][C:5]([N:8]2[C:16]3[C:11](=[CH:12][C:13]([NH2:17])=[CH:14][CH:15]=3)[CH:10]=[CH:9]2)=[CH:4][CH:3]=1.I.[S:19]1[CH:23]=[CH:22][CH:21]=[C:20]1[C:24](SC)=[NH:25]. (5) The reactants are: [CH2:1]([O:8][C:9]1[C:10]([O:18][CH3:19])=[CH:11][C:12]([Cl:17])=[C:13]([CH:16]=1)[CH:14]=O)[C:2]1[CH:7]=[CH:6][CH:5]=[CH:4][CH:3]=1.C(O)(=O)[CH2:21][C:22]([OH:24])=[O:23].N1CCCCC1.Cl. Given the product [CH2:1]([O:8][C:9]1[C:10]([O:18][CH3:19])=[CH:11][C:12]([Cl:17])=[C:13](/[CH:14]=[CH:21]/[C:22]([OH:24])=[O:23])[CH:16]=1)[C:2]1[CH:7]=[CH:6][CH:5]=[CH:4][CH:3]=1, predict the reactants needed to synthesize it.